Dataset: Forward reaction prediction with 1.9M reactions from USPTO patents (1976-2016). Task: Predict the product of the given reaction. Given the reactants [CH3:1][S:2](Cl)(=[O:4])=[O:3].[N:6]1[CH:11]=[CH:10][CH:9]=[CH:8][CH:7]=1.C1[CH2:16][O:15]CC1, predict the reaction product. The product is: [NH:6]1[CH2:11][CH2:10][CH2:9][CH:8]([CH2:16][O:15][S:2]([CH3:1])(=[O:4])=[O:3])[CH2:7]1.